This data is from Reaction yield outcomes from USPTO patents with 853,638 reactions. The task is: Predict the reaction yield, written as a fraction of the theoretical maximum amount of product (1.0 means a 100% yield; for example, 0.34 means a 34% yield). (1) The reactants are [F:1][C:2]1[CH:3]=[C:4]2[NH:10][C:9](=O)O[C:6](=[O:7])[C:5]2=[CH:12][C:13]=1[I:14].C(O)(=O)C.C(N)=[NH:20]. The catalyst is CN(C)C=O. The product is [OH:7][C:6]1[C:5]2[C:4](=[CH:3][C:2]([F:1])=[C:13]([I:14])[CH:12]=2)[N:10]=[CH:9][N:20]=1. The yield is 0.910. (2) The reactants are [CH3:1][O:2][CH:3]([O:12][CH3:13])[C:4]1[CH:5]=[CH:6][C:7]([CH:10]=O)=[N:8][CH:9]=1.C(OP([CH2:22][C:23]([O:25][C:26]([CH3:29])([CH3:28])[CH3:27])=[O:24])(OCC)=O)C.[H-].[Na+]. The catalyst is C1COCC1. The product is [C:26]([O:25][C:23](=[O:24])[CH:22]=[CH:10][C:7]1[CH:6]=[CH:5][C:4]([CH:3]([O:12][CH3:13])[O:2][CH3:1])=[CH:9][N:8]=1)([CH3:29])([CH3:28])[CH3:27]. The yield is 0.890. (3) The reactants are [C:1]([C:3]1[CH2:7][CH2:6][CH2:5][C:4]=1[NH:8][C:9]([NH:11]C(=O)C1C=CC=CC=1)=[O:10])#[N:2].[OH-].[Na+]. The catalyst is CCO. The product is [NH2:2][C:1]1[C:3]2[CH2:7][CH2:6][CH2:5][C:4]=2[NH:8][C:9](=[O:10])[N:11]=1. The yield is 0.680. (4) The reactants are [Cl:1][C:2]1[C:10]2[CH:9]=[C:8]([C:11]([OH:13])=O)[S:7][C:6]=2[CH:5]=[CH:4][CH:3]=1.Cl.[CH3:15][NH:16][O:17][CH3:18].C1CCC(N=C=NC2CCCCC2)CC1.CCN(C(C)C)C(C)C. The catalyst is C(Cl)Cl. The product is [Cl:1][C:2]1[C:10]2[CH:9]=[C:8]([C:11]([N:16]([O:17][CH3:18])[CH3:15])=[O:13])[S:7][C:6]=2[CH:5]=[CH:4][CH:3]=1. The yield is 0.752. (5) The reactants are [C:1]1([N:7]2[C:11]3[CH:12]=[CH:13][CH:14]=[CH:15][C:10]=3[N:9]=[C:8]2[C:16]2[CH:21]=[CH:20][C:19](B3OC(C)(C)C(C)(C)O3)=[CH:18][N:17]=2)[CH:6]=[CH:5][CH:4]=[CH:3][CH:2]=1.I[C:32]1[CH:37]=[CH:36][C:35]([Br:38])=[CH:34][N:33]=1.C([O-])([O-])=O.[K+].[K+]. The catalyst is O1CCOCC1.O.C1C=CC([P]([Pd]([P](C2C=CC=CC=2)(C2C=CC=CC=2)C2C=CC=CC=2)([P](C2C=CC=CC=2)(C2C=CC=CC=2)C2C=CC=CC=2)[P](C2C=CC=CC=2)(C2C=CC=CC=2)C2C=CC=CC=2)(C2C=CC=CC=2)C2C=CC=CC=2)=CC=1. The product is [Br:38][C:35]1[CH:36]=[CH:37][C:32]([C:19]2[CH:18]=[N:17][C:16]([C:8]3[N:7]([C:1]4[CH:2]=[CH:3][CH:4]=[CH:5][CH:6]=4)[C:11]4[CH:12]=[CH:13][CH:14]=[CH:15][C:10]=4[N:9]=3)=[CH:21][CH:20]=2)=[N:33][CH:34]=1. The yield is 0.970.